From a dataset of Forward reaction prediction with 1.9M reactions from USPTO patents (1976-2016). Predict the product of the given reaction. (1) Given the reactants [F:1][C:2]([F:25])([F:24])[C:3]([C:6]1[CH:11]=[CH:10][C:9]([C:12]2[N:16]=[C:15]([C:17]3[CH:18]=[CH:19][C:20](=[O:23])[NH:21][CH:22]=3)[O:14][N:13]=2)=[CH:8][CH:7]=1)([CH3:5])[CH3:4].[Cl:26][C:27]1[CH:32]=[CH:31][C:30]([CH2:33]Cl)=[CH:29][N:28]=1, predict the reaction product. The product is: [Cl:26][C:27]1[N:28]=[CH:29][C:30]([CH2:33][N:21]2[CH:22]=[C:17]([C:15]3[O:14][N:13]=[C:12]([C:9]4[CH:10]=[CH:11][C:6]([C:3]([CH3:5])([CH3:4])[C:2]([F:1])([F:24])[F:25])=[CH:7][CH:8]=4)[N:16]=3)[CH:18]=[CH:19][C:20]2=[O:23])=[CH:31][CH:32]=1. (2) Given the reactants [CH3:1][C:2]1[CH:7]=[CH:6][C:5]([C:8]([F:11])([F:10])[F:9])=[CH:4][C:3]=1[C:12]1[C:13]([C:17]#[N:18])=[CH:14][NH:15][CH:16]=1.Cl[C:20]1[C:21]2[CH2:28][CH2:27][N:26](CC3C=CC(OC)=CC=3)[C:22]=2[N:23]=[CH:24][N:25]=1, predict the reaction product. The product is: [CH3:1][C:2]1[CH:7]=[CH:6][C:5]([C:8]([F:9])([F:10])[F:11])=[CH:4][C:3]=1[C:12]1[C:13]([C:17]#[N:18])=[CH:14][N:15]([C:20]2[C:21]3[CH:28]=[CH:27][NH:26][C:22]=3[N:23]=[CH:24][N:25]=2)[CH:16]=1. (3) Given the reactants Cl.[Cl:2][C:3]1[CH:4]=[N:5][N:6]([CH2:8]Cl)[CH:7]=1.[F:10][C:11]([F:20])([F:19])[CH2:12][CH2:13][CH:14]([C:17]#[N:18])[C:15]#[N:16].C(=O)([O-])[O-].[K+].[K+].O, predict the reaction product. The product is: [Cl:2][C:3]1[CH:4]=[N:5][N:6]([CH2:8][C:14]([CH2:13][CH2:12][C:11]([F:10])([F:19])[F:20])([C:15]#[N:16])[C:17]#[N:18])[CH:7]=1. (4) The product is: [ClH:2].[Cl:29][C:30]1[C:31]([F:37])=[C:32]([CH:34]=[CH:35][CH:36]=1)[NH:33][C:3]1[C:12]2[C:7](=[CH:8][C:9]([O:27][CH3:28])=[C:10]([O:13][C@H:14]3[CH2:19][CH2:18][CH2:17][NH:16][CH2:15]3)[CH:11]=2)[N:6]=[CH:5][N:4]=1. Given the reactants Cl.[Cl:2][C:3]1[C:12]2[C:7](=[CH:8][C:9]([O:27][CH3:28])=[C:10]([O:13][C@H:14]3[CH2:19][CH2:18][CH2:17][N:16](C(OC(C)(C)C)=O)[CH2:15]3)[CH:11]=2)[N:6]=[CH:5][N:4]=1.[Cl:29][C:30]1[C:31]([F:37])=[C:32]([CH:34]=[CH:35][CH:36]=1)[NH2:33], predict the reaction product. (5) The product is: [CH2:1]([O:8][C:9]1[CH:10]=[C:11]([CH:122]=[C:123]([O:133][CH2:134][C:135]2[CH:140]=[CH:139][CH:138]=[CH:137][CH:136]=2)[C:124]=1[O:125][CH2:126][C:127]1[CH:132]=[CH:131][CH:130]=[CH:129][CH:128]=1)[C:12]([C@@:14]1([OH:121])[C@@:20]([C:22](=[O:53])[C:23]2[CH:28]=[C:27]([O:29][CH2:30][C:31]3[CH:36]=[CH:35][CH:34]=[CH:33][CH:32]=3)[C:26]([O:37][CH2:38][C:39]3[CH:44]=[CH:43][CH:42]=[CH:41][CH:40]=3)=[C:25]([O:45][CH2:46][C:47]3[CH:48]=[CH:49][CH:50]=[CH:51][CH:52]=3)[CH:24]=2)([OH:21])[C@:19]([C:55](=[O:86])[C:56]2[CH:61]=[C:60]([O:62][CH2:63][C:64]3[CH:69]=[CH:68][CH:67]=[CH:66][CH:65]=3)[C:59]([O:70][CH2:71][C:72]3[CH:77]=[CH:76][CH:75]=[CH:74][CH:73]=3)=[C:58]([O:78][CH2:79][C:80]3[CH:85]=[CH:84][CH:83]=[CH:82][CH:81]=3)[CH:57]=2)([OH:54])[C@@H:18]([CH:87]([C:89](=[O:120])[C:90]2[CH:91]=[C:92]([O:112][CH2:113][C:114]3[CH:115]=[CH:116][CH:117]=[CH:118][CH:119]=3)[C:93]([O:104][CH2:105][C:106]3[CH:107]=[CH:108][CH:109]=[CH:110][CH:111]=3)=[C:94]([O:96][CH2:97][C:98]3[CH:99]=[CH:100][CH:101]=[CH:102][CH:103]=3)[CH:95]=2)[OH:88])[O:17][C@@H:15]1[OH:16])=[O:13])[C:2]1[CH:7]=[CH:6][CH:5]=[CH:4][CH:3]=1. Given the reactants [CH2:1]([O:8][C:9]1[CH:10]=[C:11]([CH:122]=[C:123]([O:133][CH2:134][C:135]2[CH:140]=[CH:139][CH:138]=[CH:137][CH:136]=2)[C:124]=1[O:125][CH2:126][C:127]1[CH:132]=[CH:131][CH:130]=[CH:129][CH:128]=1)[C:12]([C@@:14]1([OH:121])[C@@:20]([C:22](=[O:53])[C:23]2[CH:28]=[C:27]([O:29][CH2:30][C:31]3[CH:36]=[CH:35][CH:34]=[CH:33][CH:32]=3)[C:26]([O:37][CH2:38][C:39]3[CH:44]=[CH:43][CH:42]=[CH:41][CH:40]=3)=[C:25]([O:45][CH2:46][C:47]3[CH:52]=[CH:51][CH:50]=[CH:49][CH:48]=3)[CH:24]=2)([OH:21])[C@:19]([C:55](=[O:86])[C:56]2[CH:61]=[C:60]([O:62][CH2:63][C:64]3[CH:69]=[CH:68][CH:67]=[CH:66][CH:65]=3)[C:59]([O:70][CH2:71][C:72]3[CH:77]=[CH:76][CH:75]=[CH:74][CH:73]=3)=[C:58]([O:78][CH2:79][C:80]3[CH:85]=[CH:84][CH:83]=[CH:82][CH:81]=3)[CH:57]=2)([OH:54])[C@@H:18]([CH:87]([C:89](=[O:120])[C:90]2[CH:95]=[C:94]([O:96][CH2:97][C:98]3[CH:103]=[CH:102][CH:101]=[CH:100][CH:99]=3)[C:93]([O:104][CH2:105][C:106]3[CH:111]=[CH:110][CH:109]=[CH:108][CH:107]=3)=[C:92]([O:112][CH2:113][C:114]3[CH:119]=[CH:118][CH:117]=[CH:116][CH:115]=3)[CH:91]=2)[OH:88])[O:17][CH:15]1[OH:16])=[O:13])[C:2]1[CH:7]=[CH:6][CH:5]=[CH:4][CH:3]=1, predict the reaction product. (6) Given the reactants [Cl:1][C:2]1[CH:7]=[CH:6][C:5]([C:8]2[CH:13]=[CH:12][NH:11][C:10](=[O:14])[CH:9]=2)=[CH:4][CH:3]=1.Br[C:16]1[CH:24]=[C:23]2[C:19]([C:20]3[CH2:29][CH2:28][N:27]([C:30]([O:32][C:33]([CH3:36])([CH3:35])[CH3:34])=[O:31])[CH2:26][C:21]=3[N:22]2[CH3:25])=[CH:18][CH:17]=1, predict the reaction product. The product is: [Cl:1][C:2]1[CH:3]=[CH:4][C:5]([C:8]2[CH:13]=[CH:12][N:11]([C:16]3[CH:24]=[C:23]4[C:19]([C:20]5[CH2:29][CH2:28][N:27]([C:30]([O:32][C:33]([CH3:36])([CH3:35])[CH3:34])=[O:31])[CH2:26][C:21]=5[N:22]4[CH3:25])=[CH:18][CH:17]=3)[C:10](=[O:14])[CH:9]=2)=[CH:6][CH:7]=1. (7) The product is: [Cl:27][C:22]1[CH:23]=[CH:24][CH:25]=[CH:26][C:21]=1[N:10]1[C:11]([C:14]2[CH:19]=[CH:18][C:17]([Cl:20])=[CH:16][CH:15]=2)=[C:12]([OH:13])[C:8]([C:6]([OH:7])=[O:5])=[N:9]1. Given the reactants [OH-].[K+].C([O:5][C:6]([C:8]1[C:12]([OH:13])=[C:11]([C:14]2[CH:19]=[CH:18][C:17]([Cl:20])=[CH:16][CH:15]=2)[N:10]([C:21]2[CH:26]=[CH:25][CH:24]=[CH:23][C:22]=2[Cl:27])[N:9]=1)=[O:7])C.O.Cl, predict the reaction product.